This data is from Reaction yield outcomes from USPTO patents with 853,638 reactions. The task is: Predict the reaction yield, written as a fraction of the theoretical maximum amount of product (1.0 means a 100% yield; for example, 0.34 means a 34% yield). (1) The product is [N:59]1([CH2:21][C:20]2[CH:23]=[C:16]([C:11]3[N:12]=[C:13]([CH3:15])[N:14]=[C:9]([N:8]([CH2:7][C:6]4[CH:42]=[CH:43][C:3]([O:2][CH3:1])=[CH:4][CH:5]=4)[CH2:33][C:34]4[CH:39]=[CH:38][C:37]([O:40][CH3:41])=[CH:36][CH:35]=4)[N:10]=3)[C:17]([NH:24][C:25]3[CH:26]=[N:27][C:28]([O:31][CH3:32])=[CH:29][CH:30]=3)=[N:18][CH:19]=2)[CH2:62][CH2:61][CH2:60]1. The catalyst is CO.C(Cl)Cl. The reactants are [CH3:1][O:2][C:3]1[CH:43]=[CH:42][C:6]([CH2:7][N:8]([CH2:33][C:34]2[CH:39]=[CH:38][C:37]([O:40][CH3:41])=[CH:36][CH:35]=2)[C:9]2[N:14]=[C:13]([CH3:15])[N:12]=[C:11]([C:16]3[C:17]([NH:24][C:25]4[CH:26]=[N:27][C:28]([O:31][CH3:32])=[CH:29][CH:30]=4)=[N:18][CH:19]=[C:20]([CH:23]=3)[CH:21]=O)[N:10]=2)=[CH:5][CH:4]=1.C(O[BH-](OC(=O)C)OC(=O)C)(=O)C.[Na+].Cl.[NH:59]1[CH2:62][CH2:61][CH2:60]1.C(N(C(C)C)CC)(C)C. The yield is 0.614. (2) The reactants are [C:1]([O:5][C:6]([NH:8][CH:9]([C:28](=[O:32])[N:29]([CH3:31])[CH3:30])[CH2:10][C:11]1[CH:16]=[CH:15][C:14]([C:17]2[CH:22]=[CH:21][C:20]([CH2:23][CH2:24][C:25]([OH:27])=O)=[CH:19][CH:18]=2)=[CH:13][CH:12]=1)=[O:7])([CH3:4])([CH3:3])[CH3:2].ON1[C:38]2[CH:39]=[CH:40][CH:41]=[CH:42][C:37]=2N=N1.Cl.CN(C)CCCN=C=NCC.C(N(CC)CC)C.Cl.C([O:70][NH2:71])C1C=CC=CC=1. The catalyst is CN(C=O)C.CCCCCC.C(OCC)(=O)C. The product is [C:1]([O:5][C:6](=[O:7])[NH:8][CH:9]([C:28](=[O:32])[N:29]([CH3:31])[CH3:30])[CH2:10][C:11]1[CH:12]=[CH:13][C:14]([C:17]2[CH:18]=[CH:19][C:20]([CH2:23][CH2:24][C:25](=[O:27])[NH:71][O:70][C:37]3[CH:38]=[CH:39][CH:40]=[CH:41][CH:42]=3)=[CH:21][CH:22]=2)=[CH:15][CH:16]=1)([CH3:3])([CH3:4])[CH3:2]. The yield is 0.530. (3) The product is [Cl:25][C:19]1[CH:18]=[C:17]([C:14]2[CH:15]=[CH:16][N:12]([CH2:11][C@@H:10]([NH:9][C:7]([C:5]3[N:6]=[C:2]([C:37]4[N:33]([CH:28]5[CH2:29][CH2:30][CH2:31][CH2:32][O:27]5)[N:34]=[CH:35][CH:36]=4)[O:3][CH:4]=3)=[O:8])[CH3:26])[N:13]=2)[CH:22]=[CH:21][C:20]=1[C:23]#[N:24]. The yield is 0.314. The catalyst is C(Cl)Cl.C1C=CC([P]([Pd]([P](C2C=CC=CC=2)(C2C=CC=CC=2)C2C=CC=CC=2)([P](C2C=CC=CC=2)(C2C=CC=CC=2)C2C=CC=CC=2)[P](C2C=CC=CC=2)(C2C=CC=CC=2)C2C=CC=CC=2)(C2C=CC=CC=2)C2C=CC=CC=2)=CC=1. The reactants are Br[C:2]1[O:3][CH:4]=[C:5]([C:7]([NH:9][C@@H:10]([CH3:26])[CH2:11][N:12]2[CH:16]=[CH:15][C:14]([C:17]3[CH:22]=[CH:21][C:20]([C:23]#[N:24])=[C:19]([Cl:25])[CH:18]=3)=[N:13]2)=[O:8])[N:6]=1.[O:27]1[CH2:32][CH2:31][CH2:30][CH2:29][CH:28]1[N:33]1[C:37](B2OC(C)(C)C(C)(C)O2)=[CH:36][CH:35]=[N:34]1.C1COCC1.C([O-])([O-])=O.[Na+].[Na+]. (4) The reactants are Br[C:2]1[CH:21]=[CH:20][C:5]([CH2:6][C:7]2[C:11]3[CH:12]=[CH:13][CH:14]=[CH:15][C:10]=3[O:9][C:8]=2[CH2:16][CH2:17][CH2:18][CH3:19])=[CH:4][CH:3]=1.[B:22]1([B:22]2[O:26][C:25]([CH3:28])([CH3:27])[C:24]([CH3:30])([CH3:29])[O:23]2)[O:26][C:25]([CH3:28])([CH3:27])[C:24]([CH3:30])([CH3:29])[O:23]1.C([O-])(=O)C.[K+].C(Cl)Cl. The catalyst is CS(C)=O.O.C1C=CC(P(C2C=CC=CC=2)[C-]2C=CC=C2)=CC=1.C1C=CC(P(C2C=CC=CC=2)[C-]2C=CC=C2)=CC=1.Cl[Pd]Cl.[Fe+2]. The product is [CH2:16]([C:8]1[O:9][C:10]2[CH:15]=[CH:14][CH:13]=[CH:12][C:11]=2[C:7]=1[CH2:6][C:5]1[CH:20]=[CH:21][C:2]([B:22]2[O:26][C:25]([CH3:28])([CH3:27])[C:24]([CH3:30])([CH3:29])[O:23]2)=[CH:3][CH:4]=1)[CH2:17][CH2:18][CH3:19]. The yield is 0.690. (5) The reactants are [C:1]([C:3]1[CH:23]=[C:22]([F:24])[CH:21]=[CH:20][C:4]=1[O:5][C:6]1[CH:7]=[C:8]2[C:12](=[CH:13][CH:14]=1)[N:11]([CH2:15][C:16]([O:18][CH3:19])=[O:17])[N:10]=[CH:9]2)#[N:2].[ClH:25]. The catalyst is [Pd].CO. The product is [ClH:25].[ClH:25].[NH2:2][CH2:1][C:3]1[CH:23]=[C:22]([F:24])[CH:21]=[CH:20][C:4]=1[O:5][C:6]1[CH:7]=[C:8]2[C:12](=[CH:13][CH:14]=1)[N:11]([CH2:15][C:16]([O:18][CH3:19])=[O:17])[N:10]=[CH:9]2. The yield is 0.938.